Dataset: Forward reaction prediction with 1.9M reactions from USPTO patents (1976-2016). Task: Predict the product of the given reaction. (1) Given the reactants [CH:1]12[CH:13]3[CH:10]4[CH:11]5[CH:12]3[CH:2]1[CH:3]5[CH:4]1[CH:8]([CH:9]24)[C:7](=[O:14])[O:6][C:5]1=[O:15], predict the reaction product. The product is: [CH:11]12[CH:12]3[CH:10]1[CH:9]1[CH:1]4[CH:13]3[CH:2]4[CH:3]2[CH:4]2[CH:8]1[C:7](=[O:14])[O:6][C:5]2=[O:15]. (2) Given the reactants [CH3:1][O:2][C:3]1[CH:8]=[C:7]([N+:9]([O-])=O)[CH:6]=[C:5]([C:12]2[N:16]([CH3:17])[C:15]([CH3:18])=[N:14][CH:13]=2)[CH:4]=1.O.NN, predict the reaction product. The product is: [CH3:17][N:16]1[C:12]([C:5]2[CH:6]=[C:7]([CH:8]=[C:3]([O:2][CH3:1])[CH:4]=2)[NH2:9])=[CH:13][N:14]=[C:15]1[CH3:18].